This data is from Catalyst prediction with 721,799 reactions and 888 catalyst types from USPTO. The task is: Predict which catalyst facilitates the given reaction. Reactant: [Cl:1][C:2]1[C:7]2[N:8]=[CH:9][N:10]([CH3:11])[C:6]=2[C:5]([C:12]([O:14]CC)=[O:13])=[CH:4][N:3]=1.[OH-].[Na+].Cl. Product: [Cl:1][C:2]1[C:7]2[N:8]=[CH:9][N:10]([CH3:11])[C:6]=2[C:5]([C:12]([OH:14])=[O:13])=[CH:4][N:3]=1. The catalyst class is: 5.